This data is from Forward reaction prediction with 1.9M reactions from USPTO patents (1976-2016). The task is: Predict the product of the given reaction. Given the reactants Br[C:2]1[CH:10]=[CH:9][CH:8]=[C:7]2[C:3]=1[C:4]1([C:34]3[C:25](=[CH:26][C:27]4[O:32][CH2:31][CH2:30][O:29][C:28]=4[CH:33]=3)[O:24][CH2:23]1)[C:5](=[O:22])[N:6]2[CH2:11][C:12]1[C:17]([C:18]([F:21])([F:20])[F:19])=[CH:16][CH:15]=[CH:14][N:13]=1.CC(C)([O-])C.[Na+].C1(P(C2C=CC=CC=2)C2C=CC3C(=CC=CC=3)C=2C2C3C(=CC=CC=3)C=CC=2P(C2C=CC=CC=2)C2C=CC=CC=2)C=CC=CC=1.[CH2:87]([NH2:94])[C:88]1[CH:93]=[CH:92][CH:91]=[CH:90][CH:89]=1, predict the reaction product. The product is: [CH2:87]([NH:94][C:2]1[CH:10]=[CH:9][CH:8]=[C:7]2[C:3]=1[C:4]1([C:34]3[C:25](=[CH:26][C:27]4[O:32][CH2:31][CH2:30][O:29][C:28]=4[CH:33]=3)[O:24][CH2:23]1)[C:5](=[O:22])[N:6]2[CH2:11][C:12]1[C:17]([C:18]([F:21])([F:20])[F:19])=[CH:16][CH:15]=[CH:14][N:13]=1)[C:88]1[CH:93]=[CH:92][CH:91]=[CH:90][CH:89]=1.